From a dataset of Full USPTO retrosynthesis dataset with 1.9M reactions from patents (1976-2016). Predict the reactants needed to synthesize the given product. (1) Given the product [ClH:28].[ClH:28].[NH2:1][C:2]1[NH:3][C:4](=[O:27])[C:5]([C@H:8]2[C@H:9]([OH:24])[C@H:10]([OH:22])[C@@H:11]([CH2:20][OH:21])[NH:12]2)=[CH:6][N:7]=1, predict the reactants needed to synthesize it. The reactants are: [NH2:1][C:2]1[NH:3][C:4](=[O:27])[C:5]([C@@H:8]2[N:12](C(OC(C)(C)C)=O)[C@H:11]([CH2:20][OH:21])[C@H:10]3[O:22]C(C)(C)[O:24][C@@H:9]23)=[CH:6][N:7]=1.[ClH:28]. (2) The reactants are: Br[C:2]1[C:3]([NH:14][C:15]2[C:24]3[C:19](=[CH:20][C:21]([F:26])=[CH:22][C:23]=3[F:25])[N:18]=[C:17]([C:27]3[CH:32]=[CH:31][CH:30]=[CH:29][N:28]=3)[C:16]=2[CH3:33])=[CH:4][C:5]([N:8]2[CH2:13][CH2:12][O:11][CH2:10][CH2:9]2)=[N:6][CH:7]=1.[N:34]1[CH:39]=[CH:38][CH:37]=[C:36](B(O)O)[CH:35]=1.C1(P(C2CCCCC2)C2CCCCC2)CCCCC1.[O-]P([O-])([O-])=O.[K+].[K+].[K+]. Given the product [F:25][C:23]1[CH:22]=[C:21]([F:26])[CH:20]=[C:19]2[C:24]=1[C:15]([NH:14][C:3]1[CH:4]=[C:5]([N:8]3[CH2:13][CH2:12][O:11][CH2:10][CH2:9]3)[N:6]=[CH:7][C:2]=1[C:36]1[CH:35]=[N:34][CH:39]=[CH:38][CH:37]=1)=[C:16]([CH3:33])[C:17]([C:27]1[CH:32]=[CH:31][CH:30]=[CH:29][N:28]=1)=[N:18]2, predict the reactants needed to synthesize it. (3) Given the product [F:15][C:16]([F:32])([F:31])[C:17]1[CH:18]=[CH:19][C:20]([C:23]2[N:28]=[CH:27][N:26]=[C:25]([CH2:29][N:53]3[C:54](=[O:61])[C:55]4[C:60](=[CH:59][CH:58]=[CH:57][CH:56]=4)[C:52]3=[O:62])[CH:24]=2)=[N:21][CH:22]=1, predict the reactants needed to synthesize it. The reactants are: CC(OC(/N=N/C(OC(C)C)=O)=O)C.[F:15][C:16]([F:32])([F:31])[C:17]1[CH:18]=[CH:19][C:20]([C:23]2[N:28]=[CH:27][N:26]=[C:25]([CH2:29]O)[CH:24]=2)=[N:21][CH:22]=1.C1C=CC(P(C2C=CC=CC=2)C2C=CC=CC=2)=CC=1.[C:52]1(=[O:62])[C:60]2[C:55](=[CH:56][CH:57]=[CH:58][CH:59]=2)[C:54](=[O:61])[NH:53]1. (4) Given the product [CH3:12][N:14]1[CH2:36][CH2:35][C:17]2[N:18]([CH2:26][CH2:27][C:28]3[CH:29]=[N:30][C:31]([CH3:34])=[CH:32][CH:33]=3)[C:19]3[CH:20]=[CH:21][C:22]([CH3:25])=[CH:23][C:24]=3[C:16]=2[CH2:15]1, predict the reactants needed to synthesize it. The reactants are: [H-].[Al+3].[Li+].[H-].[H-].[H-].C(O[C:12]([N:14]1[CH2:36][CH2:35][C:17]2[N:18]([CH2:26][CH2:27][C:28]3[CH:29]=[N:30][C:31]([CH3:34])=[CH:32][CH:33]=3)[C:19]3[CH:20]=[CH:21][C:22]([CH3:25])=[CH:23][C:24]=3[C:16]=2[CH2:15]1)=O)(C)(C)C.O.O.O.O.O.O.O.O.O.O.S([O-])([O-])(=O)=O.[Na+].[Na+]. (5) Given the product [F:22][C:23]1[CH:24]=[C:25]([C:39]2[CH:44]=[CH:43][CH:42]=[CH:41][CH:40]=2)[C:26]([O:37][CH3:38])=[C:27]2[C:31]=1[NH:30][CH:29]=[C:28]2[CH2:32][CH2:33][OH:34], predict the reactants needed to synthesize it. The reactants are: C(OC1C(F)=CC=C2C=1C(CCO)=CN2)C1C=CC=CC=1.[F:22][C:23]1[CH:24]=[C:25]([C:39]2[CH:44]=[CH:43][CH:42]=[CH:41][CH:40]=2)[C:26]([O:37][CH3:38])=[C:27]2[C:31]=1[NH:30][CH:29]=[C:28]2[CH2:32][C:33](OC)=[O:34]. (6) Given the product [Si:13]([O:20][CH2:21][CH:22]1[CH2:23][CH2:24][CH:25]([C:28](=[O:29])[CH2:1][P:2](=[O:7])([O:5][CH3:6])[O:3][CH3:4])[CH2:26][CH2:27]1)([C:16]([CH3:19])([CH3:18])[CH3:17])([CH3:15])[CH3:14], predict the reactants needed to synthesize it. The reactants are: [CH3:1][P:2](=[O:7])([O:5][CH3:6])[O:3][CH3:4].[Li]CCCC.[Si:13]([O:20][CH2:21][CH:22]1[CH2:27][CH2:26][CH:25]([C:28](OCC)=[O:29])[CH2:24][CH2:23]1)([C:16]([CH3:19])([CH3:18])[CH3:17])([CH3:15])[CH3:14]. (7) Given the product [F:12][C:2]([F:11])([F:1])[C:3]1[CH:4]=[CH:5][C:6]([CH2:9][NH:10][C:14]2[C:15]3[CH:23]=[CH:22][CH:21]=[C:20]([C:24]([NH2:26])=[O:25])[C:16]=3[N:17]=[N:18][N:19]=2)=[N:7][CH:8]=1, predict the reactants needed to synthesize it. The reactants are: [F:1][C:2]([F:12])([F:11])[C:3]1[CH:4]=[CH:5][C:6]([CH2:9][NH2:10])=[N:7][CH:8]=1.O[C:14]1[C:15]2[CH:23]=[CH:22][CH:21]=[C:20]([C:24]([NH2:26])=[O:25])[C:16]=2[N:17]=[N:18][N:19]=1.